Dataset: Catalyst prediction with 721,799 reactions and 888 catalyst types from USPTO. Task: Predict which catalyst facilitates the given reaction. (1) Product: [NH2:1][CH2:2][C@@H:3]([N:11]([CH3:19])[C:12](=[O:18])[O:13][C:14]([CH3:15])([CH3:17])[CH3:16])[CH2:4][CH:5]1[CH2:6][CH2:7][O:8][CH2:9][CH2:10]1. The catalyst class is: 20. Reactant: [NH2:1][C:2](=O)[C@@H:3]([N:11]([CH3:19])[C:12](=[O:18])[O:13][C:14]([CH3:17])([CH3:16])[CH3:15])[CH2:4][CH:5]1[CH2:10][CH2:9][O:8][CH2:7][CH2:6]1.CSC.B.OS([O-])(=O)=O.[K+].[OH-].[Na+]. (2) Reactant: [OH:1][C:2]1[C:3]([CH3:16])=[C:4]([C:8]([C:10]2[CH:15]=[CH:14][CH:13]=[CH:12][CH:11]=2)=O)[CH:5]=[CH:6][CH:7]=1.C([SiH](CC)CC)C.C(O)(C(F)(F)F)=O.[NH4+].[Cl-]. Product: [CH2:8]([C:4]1[C:3]([CH3:16])=[C:2]([OH:1])[CH:7]=[CH:6][CH:5]=1)[C:10]1[CH:11]=[CH:12][CH:13]=[CH:14][CH:15]=1. The catalyst class is: 2. (3) The catalyst class is: 1. Reactant: [Cl:1][C:2]1[CH:7]=[CH:6][C:5](I)=[CH:4][N:3]=1.[Si:9]([O:26][CH:27]1[CH2:32][CH2:31][N:30]([C:33]([O:35][C:36]([CH3:39])([CH3:38])[CH3:37])=[O:34])[C:29](=[O:40])[CH2:28]1)([C:22]([CH3:25])([CH3:24])[CH3:23])([C:16]1[CH:21]=[CH:20][CH:19]=[CH:18][CH:17]=1)[C:10]1[CH:15]=[CH:14][CH:13]=[CH:12][CH:11]=1. Product: [C:36]([O:35][C:33](=[O:34])[NH:30][CH2:31][CH2:32][CH:27]([O:26][Si:9]([C:22]([CH3:25])([CH3:24])[CH3:23])([C:16]1[CH:17]=[CH:18][CH:19]=[CH:20][CH:21]=1)[C:10]1[CH:15]=[CH:14][CH:13]=[CH:12][CH:11]=1)[CH2:28][C:29]([C:5]1[CH:4]=[N:3][C:2]([Cl:1])=[CH:7][CH:6]=1)=[O:40])([CH3:39])([CH3:37])[CH3:38]. (4) Reactant: [CH3:1][O:2][C:3]1[CH:8]=[CH:7][C:6]([CH3:9])=[CH:5][C:4]=1[NH:10][C:11]([NH:13][C:14]1[CH:19]=[CH:18][C:17]([N:20]2[CH2:25][CH2:24][NH:23][CH2:22][CH2:21]2)=[CH:16][CH:15]=1)=[O:12].Cl[C:27]1[N:32]=[CH:31][CH:30]=[CH:29][N:28]=1. Product: [CH3:1][O:2][C:3]1[CH:8]=[CH:7][C:6]([CH3:9])=[CH:5][C:4]=1[NH:10][C:11]([NH:13][C:14]1[CH:19]=[CH:18][C:17]([N:20]2[CH2:21][CH2:22][N:23]([C:27]3[N:32]=[CH:31][CH:30]=[CH:29][N:28]=3)[CH2:24][CH2:25]2)=[CH:16][CH:15]=1)=[O:12]. The catalyst class is: 566. (5) Reactant: [NH2:1][CH2:2][CH:3]([NH:5][C:6](=[O:28])[CH2:7][CH2:8]/[CH:9]=[CH:10]\[CH2:11]/[CH:12]=[CH:13]\[CH2:14]/[CH:15]=[CH:16]\[CH2:17]/[CH:18]=[CH:19]\[CH2:20]/[CH:21]=[CH:22]\[CH2:23]/[CH:24]=[CH:25]\[CH2:26][CH3:27])[CH3:4].[OH:29][C:30]1[CH:38]=[CH:37][CH:36]=[CH:35][C:31]=1[C:32](O)=[O:33].N1C=CN=C1.C1CCC(N=C=NC2CCCCC2)CC1. Product: [C:6]([NH:5][CH:3]([CH3:4])[CH2:2][NH:1][C:32](=[O:33])[C:31]1[CH:35]=[CH:36][CH:37]=[CH:38][C:30]=1[OH:29])(=[O:28])[CH2:7][CH2:8]/[CH:9]=[CH:10]\[CH2:11]/[CH:12]=[CH:13]\[CH2:14]/[CH:15]=[CH:16]\[CH2:17]/[CH:18]=[CH:19]\[CH2:20]/[CH:21]=[CH:22]\[CH2:23]/[CH:24]=[CH:25]\[CH2:26][CH3:27]. The catalyst class is: 25. (6) Reactant: C(N(CC)CC)C.[CH3:8][O:9][C:10]1[CH:11]=[C:12]([OH:20])[C:13](=[CH:18][CH:19]=1)[C:14]([O:16][CH3:17])=[O:15].[F:21][C:22]([F:35])([F:34])[S:23](O[S:23]([C:22]([F:35])([F:34])[F:21])(=[O:25])=[O:24])(=[O:25])=[O:24]. Product: [CH3:8][O:9][C:10]1[CH:19]=[CH:18][C:13]([C:14]([O:16][CH3:17])=[O:15])=[C:12]([O:20][S:23]([C:22]([F:35])([F:34])[F:21])(=[O:25])=[O:24])[CH:11]=1. The catalyst class is: 4. (7) Reactant: Cl[CH2:2][CH2:3][CH2:4][O:5][C:6]1[CH:15]=[C:14]2[C:9]([C:10]([NH:16][C:17]3[CH:21]=[C:20]([CH2:22][C:23]([NH:25][C:26]4[CH:31]=[C:30]([F:32])[CH:29]=[C:28]([F:33])[CH:27]=4)=[O:24])[NH:19][N:18]=3)=[N:11][CH:12]=[N:13]2)=[CH:8][C:7]=1[O:34][CH3:35].[I-].[K+].[CH2:38]([NH:42][CH2:43][CH2:44][OH:45])[CH:39]([CH3:41])[CH3:40]. Product: [F:33][C:28]1[CH:27]=[C:26]([NH:25][C:23](=[O:24])[CH2:22][C:20]2[NH:19][N:18]=[C:17]([NH:16][C:10]3[C:9]4[C:14](=[CH:15][C:6]([O:5][CH2:4][CH2:3][CH2:2][N:42]([CH2:43][CH2:44][OH:45])[CH2:38][CH:39]([CH3:41])[CH3:40])=[C:7]([O:34][CH3:35])[CH:8]=4)[N:13]=[CH:12][N:11]=3)[CH:21]=2)[CH:31]=[C:30]([F:32])[CH:29]=1. The catalyst class is: 60. (8) Reactant: [C:1]([S:4][CH2:5][CH2:6][CH2:7][C:8]1[CH:13]=[CH:12][C:11]([CH:14]2OCC(C)(C)C[O:15]2)=[CH:10][CH:9]=1)(=[O:3])[CH3:2].C(O)(C(F)(F)F)=O.O.C([O-])(O)=O.[Na+]. Product: [C:1]([S:4][CH2:5][CH2:6][CH2:7][C:8]1[CH:9]=[CH:10][C:11]([CH:14]=[O:15])=[CH:12][CH:13]=1)(=[O:3])[CH3:2]. The catalyst class is: 2. (9) Reactant: [ClH:1].[NH2:2][CH2:3][CH2:4][N:5]1[CH:9]=[CH:8][N:7]=[C:6]1[CH2:10][CH2:11][C:12]([N:14]1[CH2:19][CH2:18][CH:17]([N:20]([CH3:22])[CH3:21])[CH2:16][CH2:15]1)=[O:13]. Product: [ClH:1].[NH2:2][CH2:3][CH2:4][N:5]1[CH:9]=[CH:8][N:7]=[C:6]1[CH2:10][CH2:11][C:12]([N:14]1[CH2:19][CH2:18][CH:17]([N:20]([CH3:22])[CH3:21])[CH2:16][CH2:15]1)=[O:13]. The catalyst class is: 27.